From a dataset of Full USPTO retrosynthesis dataset with 1.9M reactions from patents (1976-2016). Predict the reactants needed to synthesize the given product. Given the product [O:1]1[C:5]2[CH:6]=[CH:7][C:8]([C:10]3[S:11][CH:12]=[C:13]([C:15]([NH:28][C:25]4[O:26][CH:27]=[C:23]([C:21]([O:20][CH2:18][CH3:19])=[O:22])[N:24]=4)=[O:17])[N:14]=3)=[CH:9][C:4]=2[CH2:3][CH2:2]1, predict the reactants needed to synthesize it. The reactants are: [O:1]1[C:5]2[CH:6]=[CH:7][C:8]([C:10]3[S:11][CH:12]=[C:13]([C:15]([OH:17])=O)[N:14]=3)=[CH:9][C:4]=2[CH2:3][CH2:2]1.[CH2:18]([O:20][C:21]([C:23]1[N:24]=[C:25]([NH2:28])[O:26][CH:27]=1)=[O:22])[CH3:19].O.